Dataset: Full USPTO retrosynthesis dataset with 1.9M reactions from patents (1976-2016). Task: Predict the reactants needed to synthesize the given product. Given the product [F:16][C:13]1[CH:14]=[CH:15][C:10]([CH2:9][N:1]2[CH:5]=[C:4]([CH2:6][OH:7])[N:3]=[CH:2]2)=[CH:11][CH:12]=1, predict the reactants needed to synthesize it. The reactants are: [NH:1]1[CH:5]=[C:4]([CH2:6][OH:7])[N:3]=[CH:2]1.Br[CH2:9][C:10]1[CH:15]=[CH:14][C:13]([F:16])=[CH:12][CH:11]=1.